Dataset: Reaction yield outcomes from USPTO patents with 853,638 reactions. Task: Predict the reaction yield, written as a fraction of the theoretical maximum amount of product (1.0 means a 100% yield; for example, 0.34 means a 34% yield). (1) The reactants are [CH:1]1([CH:7]2[CH2:15][C:14]3[C:9](=[CH:10][CH:11]=[C:12]([C:16]4[N:20]([CH2:21][CH3:22])[N:19]=[C:18]([C:23]([F:26])([F:25])[F:24])[CH:17]=4)[CH:13]=3)[N:8]2S(C(F)(F)F)(=O)=O)[CH2:6][CH2:5][CH2:4][CH2:3][CH2:2]1.[H-].[Al+3].[Li+].[H-].[H-].[H-].[CH2:40](OCC)C. No catalyst specified. The product is [CH:1]1([CH2:7][CH2:15][C:14]2[CH:13]=[C:12]([C:16]3[N:20]([CH2:21][CH3:22])[N:19]=[C:18]([C:23]([F:24])([F:25])[F:26])[CH:17]=3)[CH:11]=[CH:10][C:9]=2[NH:8][CH3:40])[CH2:2][CH2:3][CH2:4][CH2:5][CH2:6]1. The yield is 0.650. (2) The reactants are [NH2:1][C:2]1[C:7]([C:8]([C:10]2[CH:15]=[CH:14][CH:13]=[CH:12][C:11]=2[O:16][CH3:17])=[O:9])=[CH:6][N:5]=[C:4](S(CC)(=O)=O)[N:3]=1.[CH:23]([N:26]1[CH2:31][CH2:30][N:29]([C:32]2[CH:37]=[CH:36][C:35]([NH2:38])=[CH:34][CH:33]=2)[CH2:28][CH2:27]1)([CH3:25])[CH3:24]. The catalyst is C(O)(C)C. The product is [NH2:1][C:2]1[C:7]([C:8]([C:10]2[CH:15]=[CH:14][CH:13]=[CH:12][C:11]=2[O:16][CH3:17])=[O:9])=[CH:6][N:5]=[C:4]([NH:38][C:35]2[CH:34]=[CH:33][C:32]([N:29]3[CH2:28][CH2:27][N:26]([CH:23]([CH3:25])[CH3:24])[CH2:31][CH2:30]3)=[CH:37][CH:36]=2)[N:3]=1. The yield is 0.420. (3) The reactants are [C:1](Cl)(=O)[C:2]([Cl:4])=[O:3].[C:7]([C:9]1[CH:10]=C([CH:15]=[CH:16][C:17]=1[O:18][CH:19]([CH3:21])[CH3:20])C(O)=O)#[N:8].CN(C=O)C. The catalyst is C(Cl)Cl. The product is [C:7]([C:9]1[CH:10]=[C:1]([CH:15]=[CH:16][C:17]=1[O:18][CH:19]([CH3:21])[CH3:20])[C:2]([Cl:4])=[O:3])#[N:8]. The yield is 1.00. (4) The product is [C:30]([O:33][C:34]([NH:1][CH2:2][C:3]1[N:7]=[C:6]([C@H:8]([CH2:13][CH2:14][CH2:15][CH:16]2[CH2:17][CH2:18][CH2:19][CH2:20][CH2:21]2)[CH2:9][C:10]([OH:12])=[O:11])[O:5][N:4]=1)=[O:35])([CH3:32])([CH3:31])[CH3:29]. The reactants are [NH2:1][CH2:2][C:3]1[N:7]=[C:6]([C@H:8]([CH2:13][CH2:14][CH2:15][CH:16]2[CH2:21][CH2:20][CH2:19][CH2:18][CH2:17]2)[CH2:9][C:10]([OH:12])=[O:11])[O:5][N:4]=1.CCN(CC)CC.[CH3:29][C:30]([O:33][C:34](ON=C(C1C=CC=CC=1)C#N)=[O:35])([CH3:32])[CH3:31]. The yield is 0.550. The catalyst is O1CCOCC1.O. (5) The reactants are [OH-].[Li+].[CH3:3][O:4][C:5]1[CH:6]=[C:7]([C:11]2[O:12][C:13]3[CH:19]=[CH:18][C:17]([C:20]([O:22]C)=[O:21])=[CH:16][C:14]=3[CH:15]=2)[CH:8]=[CH:9][CH:10]=1.Cl. The catalyst is O.O1CCCC1. The product is [CH3:3][O:4][C:5]1[CH:6]=[C:7]([C:11]2[O:12][C:13]3[CH:19]=[CH:18][C:17]([C:20]([OH:22])=[O:21])=[CH:16][C:14]=3[CH:15]=2)[CH:8]=[CH:9][CH:10]=1. The yield is 0.950. (6) The reactants are [CH:1]1([Mg]Br)[CH2:3][CH2:2]1.Br[C:7]1[C:16]2[C:11](=[CH:12][CH:13]=[CH:14][CH:15]=2)[CH:10]=[CH:9][CH:8]=1. The catalyst is O1CCCC1.Cl[Ni]1(Cl)[P](C2C=CC=CC=2)(C2C=CC=CC=2)CCC[P]1(C1C=CC=CC=1)C1C=CC=CC=1. The product is [CH:1]1([C:15]2[C:16]3[C:11](=[CH:10][CH:9]=[CH:8][CH:7]=3)[CH:12]=[CH:13][CH:14]=2)[CH2:3][CH2:2]1. The yield is 0.760. (7) The reactants are [C:1]([C:4]1[S:5][CH:6]=[CH:7][C:8]=1[NH:9][CH:10]([C:14]1[CH:19]=[CH:18][CH:17]=[CH:16][CH:15]=1)[C:11]([OH:13])=[O:12])(=[O:3])[NH2:2].[N:20]12[CH2:27][CH2:26][CH:23]([CH2:24][CH2:25]1)[C@@H:22](O)[CH2:21]2.C1CCC(N=C=NC2CCCCC2)CC1.C1C=CC2N(O)N=NC=2C=1. The catalyst is C1COCC1. The product is [C:1]([C:4]1[S:5][CH:6]=[CH:7][C:8]=1[NH:9][CH:10]([C:14]1[CH:19]=[CH:18][CH:17]=[CH:16][CH:15]=1)[C:11]([O:13][C@@H:22]1[CH:23]2[CH2:26][CH2:27][N:20]([CH2:25][CH2:24]2)[CH2:21]1)=[O:12])(=[O:3])[NH2:2]. The yield is 0.0600.